From a dataset of Catalyst prediction with 721,799 reactions and 888 catalyst types from USPTO. Predict which catalyst facilitates the given reaction. Reactant: [ClH:1].O1CCOCC1.[F:8][C:9]1[CH:14]=[C:13]([NH:15][C:16]([C:18]2[CH:23]=[N:22][CH:21]=[CH:20][N:19]=2)=[O:17])[CH:12]=[CH:11][C:10]=1[CH:24]1[CH2:28][CH2:27][CH2:26][N:25]1C(OC(C)(C)C)=O. Product: [ClH:1].[ClH:1].[F:8][C:9]1[CH:14]=[C:13]([NH:15][C:16]([C:18]2[CH:23]=[N:22][CH:21]=[CH:20][N:19]=2)=[O:17])[CH:12]=[CH:11][C:10]=1[CH:24]1[CH2:28][CH2:27][CH2:26][NH:25]1. The catalyst class is: 5.